Dataset: Retrosynthesis with 50K atom-mapped reactions and 10 reaction types from USPTO. Task: Predict the reactants needed to synthesize the given product. (1) The reactants are: CCOC(=O)/C(=N\OC(C)(C)[C@H]1CC[C@H](C)CC1)c1csc(N)n1. Given the product CC(C)(O/N=C(\C(=O)O)c1csc(N)n1)[C@H]1CC[C@H](C)CC1, predict the reactants needed to synthesize it. (2) Given the product CC(C)(O)COc1ccc2c(Oc3ccc(N)cc3F)ccnc2c1, predict the reactants needed to synthesize it. The reactants are: CC(C)(O)COc1ccc2c(Oc3ccc([N+](=O)[O-])cc3F)ccnc2c1.